Dataset: Acute oral toxicity (LD50) regression data from Zhu et al.. Task: Regression/Classification. Given a drug SMILES string, predict its toxicity properties. Task type varies by dataset: regression for continuous values (e.g., LD50, hERG inhibition percentage) or binary classification for toxic/non-toxic outcomes (e.g., AMES mutagenicity, cardiotoxicity, hepatotoxicity). Dataset: ld50_zhu. (1) The molecule is CC(C)NCC1CCc2cc(CO)c([N+](=O)[O-])cc2N1. The rat oral LD50 is 3.97, given as -log10 of the dose in mol/kg body weight (higher means more acutely toxic). (2) The drug is CNC(=O)c1cc(OC)n(-c2cccc(Cl)c2)n1. The rat oral LD50 is 2.24, given as -log10 of the dose in mol/kg body weight (higher means more acutely toxic). (3) The molecule is c1ccc2[nH]ccc2c1. The rat oral LD50 is 2.07, given as -log10 of the dose in mol/kg body weight (higher means more acutely toxic). (4) The molecule is COc1c(O)c(Cl)c(Cl)c(Cl)c1Cl. The rat oral LD50 is 2.19, given as -log10 of the dose in mol/kg body weight (higher means more acutely toxic).